This data is from Peptide-MHC class I binding affinity with 185,985 pairs from IEDB/IMGT. The task is: Regression. Given a peptide amino acid sequence and an MHC pseudo amino acid sequence, predict their binding affinity value. This is MHC class I binding data. (1) The peptide sequence is YLLSGAGEHL. The MHC is HLA-A02:03 with pseudo-sequence HLA-A02:03. The binding affinity (normalized) is 0.523. (2) The peptide sequence is YTYEAYVRYP. The MHC is Mamu-A01 with pseudo-sequence Mamu-A01. The binding affinity (normalized) is 0.185. (3) The peptide sequence is AAIDRQVSV. The MHC is HLA-A02:06 with pseudo-sequence HLA-A02:06. The binding affinity (normalized) is 0.750. (4) The peptide sequence is KYLFSPNML. The MHC is HLA-B08:02 with pseudo-sequence HLA-B08:02. The binding affinity (normalized) is 0.0847.